Dataset: Full USPTO retrosynthesis dataset with 1.9M reactions from patents (1976-2016). Task: Predict the reactants needed to synthesize the given product. (1) Given the product [NH2:22][CH2:21][CH2:20][N:3]1[C:4]2[CH:9]=[CH:8][CH:7]=[CH:6][C:5]=2[N:1]=[C:2]1[C:10]1[C:11]([NH2:15])=[N:12][O:13][N:14]=1, predict the reactants needed to synthesize it. The reactants are: [NH:1]1[C:5]2[CH:6]=[CH:7][CH:8]=[CH:9][C:4]=2[N:3]=[C:2]1[C:10]1[C:11]([NH2:15])=[N:12][O:13][N:14]=1.[H-].[Na+].Cl.Cl[CH2:20][CH2:21][NH2:22].C(=O)([O-])O.[Na+]. (2) Given the product [C:3]([C:11]1[CH:12]=[N:13][C:14]2[C:19]([C:20]=1[C:21]1[CH:22]=[C:23]([CH:42]=[CH:43][CH:44]=1)[O:24][CH2:25][C:26]1[CH:41]=[CH:40][C:29]([CH2:30][N:31]3[CH:35]=[CH:34][CH:33]=[C:32]3[C:36]([OH:38])=[O:37])=[CH:28][CH:27]=1)=[CH:18][CH:17]=[CH:16][C:15]=2[C:45]([F:47])([F:46])[F:48])(=[O:10])[C:4]1[CH:5]=[CH:6][CH:7]=[CH:8][CH:9]=1, predict the reactants needed to synthesize it. The reactants are: [OH-].[Na+].[C:3]([C:11]1[CH:12]=[N:13][C:14]2[C:19]([C:20]=1[C:21]1[CH:22]=[C:23]([CH:42]=[CH:43][CH:44]=1)[O:24][CH2:25][C:26]1[CH:41]=[CH:40][C:29]([CH2:30][N:31]3[CH:35]=[CH:34][CH:33]=[C:32]3[C:36]([O:38]C)=[O:37])=[CH:28][CH:27]=1)=[CH:18][CH:17]=[CH:16][C:15]=2[C:45]([F:48])([F:47])[F:46])(=[O:10])[C:4]1[CH:9]=[CH:8][CH:7]=[CH:6][CH:5]=1.